Dataset: Reaction yield outcomes from USPTO patents with 853,638 reactions. Task: Predict the reaction yield, written as a fraction of the theoretical maximum amount of product (1.0 means a 100% yield; for example, 0.34 means a 34% yield). (1) The reactants are [OH:1][C:2]1[CH:3]=[C:4]([CH:7]=[CH:8][CH:9]=1)[CH2:5][OH:6].C[O-].[Na+].[CH2:13](Cl)[C:14]#[CH:15]. The catalyst is CO.C(Cl)Cl. The product is [CH2:15]([O:1][C:2]1[CH:3]=[C:4]([CH:7]=[CH:8][CH:9]=1)[CH2:5][OH:6])[C:14]#[CH:13]. The yield is 0.600. (2) The reactants are [CH2:1]([OH:4])[CH2:2][OH:3].CCN(CC)CC.[Br:12][C:13]([CH3:18])([CH3:17])[C:14](Br)=[O:15]. The catalyst is C1COCC1.O.C(Cl)Cl. The product is [OH:3][CH2:2][CH2:1][O:4][C:14](=[O:15])[C:13]([Br:12])([CH3:18])[CH3:17]. The yield is 0.820. (3) The reactants are C([O:3][C:4]([C:6]1[C:10]([N+:11]([O-:13])=[O:12])=[CH:9][N:8]([CH2:14][CH2:15][C:16]2[CH:21]=[CH:20][CH:19]=[CH:18][CH:17]=2)[N:7]=1)=O)C.[BH4-].[Na+]. The catalyst is CO. The product is [N+:11]([C:10]1[C:6]([CH2:4][OH:3])=[N:7][N:8]([CH2:14][CH2:15][C:16]2[CH:17]=[CH:18][CH:19]=[CH:20][CH:21]=2)[CH:9]=1)([O-:13])=[O:12]. The yield is 0.664. (4) The reactants are [C:1]([C:3]1[CH:8]=[CH:7][C:6]([CH:9]([CH3:13])[C:10]([OH:12])=O)=[CH:5][CH:4]=1)#[N:2].CN(C)CCCN=C=NCC.ON1C2C=CC=CC=2N=N1.[N:35]1([C:40]2[C:45]([CH2:46][NH2:47])=[CH:44][CH:43]=[C:42]([C:48]([F:51])([F:50])[F:49])[N:41]=2)[CH2:39][CH2:38][CH2:37][CH2:36]1.C(N(CC)CC)C. The catalyst is C(#N)C.C(OCC)(=O)C. The product is [C:1]([C:3]1[CH:4]=[CH:5][C:6]([CH:9]([CH3:13])[C:10]([NH:47][CH2:46][C:45]2[C:40]([N:35]3[CH2:39][CH2:38][CH2:37][CH2:36]3)=[N:41][C:42]([C:48]([F:51])([F:49])[F:50])=[CH:43][CH:44]=2)=[O:12])=[CH:7][CH:8]=1)#[N:2]. The yield is 0.490. (5) The reactants are [Br:1][C:2]1[C:7]([O:8]C)=[CH:6][C:5]([CH:10]=[CH:11][C:12]2[CH:17]=[CH:16][CH:15]=[CH:14][CH:13]=2)=[CH:4][C:3]=1[O:18]C.B(Br)(Br)Br. No catalyst specified. The product is [Br:1][C:2]1[C:7]([OH:8])=[CH:6][C:5]([CH:10]=[CH:11][C:12]2[CH:13]=[CH:14][CH:15]=[CH:16][CH:17]=2)=[CH:4][C:3]=1[OH:18]. The yield is 0.900. (6) The reactants are CC1(C)[O:6][C@@H:5]([CH2:7][O:8][NH:9][C:10]([C:12]2[C:13]3[O:31][CH:30]=[CH:29][C:14]=3[C:15](=[O:28])[N:16]([CH3:27])[C:17]=2[NH:18][C:19]2[CH:24]=[CH:23][C:22]([I:25])=[CH:21][C:20]=2[F:26])=[O:11])[CH2:4][O:3]1.Cl. The catalyst is CO.C(Cl)Cl. The product is [OH:6][C@H:5]([CH2:4][OH:3])[CH2:7][O:8][NH:9][C:10]([C:12]1[C:13]2[O:31][CH:30]=[CH:29][C:14]=2[C:15](=[O:28])[N:16]([CH3:27])[C:17]=1[NH:18][C:19]1[CH:24]=[CH:23][C:22]([I:25])=[CH:21][C:20]=1[F:26])=[O:11]. The yield is 0.584.